From a dataset of Catalyst prediction with 721,799 reactions and 888 catalyst types from USPTO. Predict which catalyst facilitates the given reaction. (1) Reactant: ON1C2C=CC=CC=2N=N1.Cl.[CH3:12][N:13](C)[CH2:14]CCN=C=NCC.[CH2:23]([O:31][CH2:32][C:33]([CH2:42][O:43][CH2:44][CH2:45][CH2:46][CH2:47][CH2:48][CH2:49][CH2:50][CH3:51])([CH2:38][C:39](O)=[O:40])[CH2:34][C:35](O)=[O:36])[CH2:24][CH2:25][CH2:26][CH2:27][CH2:28][CH2:29][CH3:30].Cl.[CH3:53][NH:54][CH3:55].C(N(CC)CC)C. Product: [CH3:12][N:13]([CH3:14])[C:35](=[O:36])[CH2:34][C:33]([CH2:42][O:43][CH2:44][CH2:45][CH2:46][CH2:47][CH2:48][CH2:49][CH2:50][CH3:51])([CH2:32][O:31][CH2:23][CH2:24][CH2:25][CH2:26][CH2:27][CH2:28][CH2:29][CH3:30])[CH2:38][C:39]([N:54]([CH3:55])[CH3:53])=[O:40]. The catalyst class is: 4. (2) Reactant: [C:1]([O:5][P:6]([C:13]([F:64])([F:63])[C:14]1[CH:62]=[CH:61][C:17]([CH2:18][C:19]([C:49]2[CH:60]=[CH:59][C:52]([C:53]([O:55][CH:56]([CH3:58])[CH3:57])=[O:54])=[CH:51][CH:50]=2)([C:40](=[O:48])[C:41]2[CH:46]=[CH:45][C:44]([F:47])=[CH:43][CH:42]=2)[CH2:20]/[CH:21]=[CH:22]/[C:23]2[CH:28]=[CH:27][C:26]([C:29]([P:32]([O:37][CH2:38][CH3:39])([O:34][CH2:35][CH3:36])=[O:33])([F:31])[F:30])=[CH:25][CH:24]=2)=[CH:16][CH:15]=1)([O:8][C:9]([CH3:12])([CH3:11])[CH3:10])=[O:7])([CH3:4])([CH3:3])[CH3:2]. Product: [C:9]([O:8][P:6]([C:13]([F:64])([F:63])[C:14]1[CH:62]=[CH:61][C:17]([CH2:18][C:19]([C:49]2[CH:60]=[CH:59][C:52]([C:53]([O:55][CH:56]([CH3:57])[CH3:58])=[O:54])=[CH:51][CH:50]=2)([C:40](=[O:48])[C:41]2[CH:46]=[CH:45][C:44]([F:47])=[CH:43][CH:42]=2)[CH2:20][CH2:21][CH2:22][C:23]2[CH:28]=[CH:27][C:26]([C:29]([P:32]([O:37][CH2:38][CH3:39])([O:34][CH2:35][CH3:36])=[O:33])([F:31])[F:30])=[CH:25][CH:24]=2)=[CH:16][CH:15]=1)([O:5][C:1]([CH3:4])([CH3:2])[CH3:3])=[O:7])([CH3:12])([CH3:11])[CH3:10]. The catalyst class is: 78. (3) Reactant: Br[C:2]1[CH:3]=[C:4]([CH:25]=[CH:26][CH:27]=1)[CH2:5][CH2:6][O:7][CH2:8][CH2:9][C:10]([N:12]([CH:19]1[CH2:24][CH2:23][CH2:22][CH2:21][CH2:20]1)[CH2:13][CH:14]([O:17][CH3:18])[O:15][CH3:16])=[O:11].[CH3:28][N:29]1[CH:33]=[C:32](B2OC(C)(C)C(C)(C)O2)[CH:31]=[N:30]1.C(=O)([O-])[O-].[K+].[K+].CO. Product: [CH:19]1([N:12]([CH2:13][CH:14]([O:17][CH3:18])[O:15][CH3:16])[C:10](=[O:11])[CH2:9][CH2:8][O:7][CH2:6][CH2:5][C:4]2[CH:25]=[CH:26][CH:27]=[C:2]([C:32]3[CH:31]=[N:30][N:29]([CH3:28])[CH:33]=3)[CH:3]=2)[CH2:24][CH2:23][CH2:22][CH2:21][CH2:20]1. The catalyst class is: 532.